Dataset: Forward reaction prediction with 1.9M reactions from USPTO patents (1976-2016). Task: Predict the product of the given reaction. (1) Given the reactants [CH2:1]1[O:11][C:10]2[CH:9]=[CH:8][C:5]([CH:6]=[CH2:7])=[CH:4][C:3]=2[O:2]1.C(N([CH:18]([CH3:20])[CH3:19])CC)(C)C.C[N:22]1[CH2:26][CH2:25][CH2:24][C:23]1=O, predict the reaction product. The product is: [O:11]1[C:10]2[CH:9]=[CH:8][C:5](/[CH:6]=[CH:7]/[C:4]3[CH:3]=[CH:10][CH:9]=[C:19]4[C:18]=3[CH:20]=[C:25]([C:26]#[N:22])[CH:24]=[CH:23]4)=[CH:4][C:3]=2[O:2][CH2:1]1. (2) Given the reactants [Cl:1][C:2]1[CH:7]=[CH:6][C:5]([C:8]2([C:12]([OH:14])=O)[CH2:11][CH2:10][CH2:9]2)=[CH:4][CH:3]=1.[NH2:15][CH2:16][CH2:17][CH2:18][N:19]1[CH2:24][CH2:23][CH:22]([C:25]2[CH:26]=[C:27]([NH:31][C:32](=[O:36])[CH:33]([CH3:35])[CH3:34])[CH:28]=[CH:29][CH:30]=2)[CH2:21][CH2:20]1, predict the reaction product. The product is: [Cl:1][C:2]1[CH:3]=[CH:4][C:5]([C:8]2([C:12]([NH:15][CH2:16][CH2:17][CH2:18][N:19]3[CH2:24][CH2:23][CH:22]([C:25]4[CH:30]=[CH:29][CH:28]=[C:27]([NH:31][C:32](=[O:36])[CH:33]([CH3:34])[CH3:35])[CH:26]=4)[CH2:21][CH2:20]3)=[O:14])[CH2:9][CH2:10][CH2:11]2)=[CH:6][CH:7]=1. (3) Given the reactants [NH2:1][C:2]1[CH:3]=[CH:4][C:5]2[NH:9][C:8](=[O:10])[N:7]([CH3:11])[C:6]=2[CH:12]=1.C(O/[CH:16]=[C:17](\[C:23](=[O:30])[NH:24][C:25](OCC)=[O:26])/[C:18]([O:20][CH2:21][CH3:22])=[O:19])C.CC(C)([O-])C.[K+].Cl, predict the reaction product. The product is: [CH3:11][N:7]1[C:6]2[CH:12]=[C:2]([N:1]3[CH:16]=[C:17]([C:18]([O:20][CH2:21][CH3:22])=[O:19])[C:23](=[O:30])[NH:24][C:25]3=[O:26])[CH:3]=[CH:4][C:5]=2[NH:9][C:8]1=[O:10]. (4) Given the reactants N#N.[F:3][C:4]1[C:9]([C:10]2[CH2:11][CH2:12][CH2:13][N:14](C(OC(C)(C)C)=O)[CH:15]=2)=[CH:8][CH:7]=[CH:6][N:5]=1.[ClH:23].CC(O)C, predict the reaction product. The product is: [ClH:23].[ClH:23].[F:3][C:4]1[C:9]([CH:10]2[CH2:11][CH2:12][CH2:13][NH:14][CH2:15]2)=[CH:8][CH:7]=[CH:6][N:5]=1.